From a dataset of Retrosynthesis with 50K atom-mapped reactions and 10 reaction types from USPTO. Predict the reactants needed to synthesize the given product. (1) Given the product O=C(C1CC1)N1CC[C@@H](Cn2nncc2-c2ccc(Br)cc2)C1, predict the reactants needed to synthesize it. The reactants are: Brc1ccc(-c2cnnn2C[C@@H]2CCNC2)cc1.O=C(Cl)C1CC1. (2) Given the product Cc1ccc(CCNC(=O)c2ccc(-c3ccncc3)s2)cc1, predict the reactants needed to synthesize it. The reactants are: Cc1ccc(CCN)cc1.O=C(O)c1ccc(-c2ccncc2)s1. (3) Given the product C=CC[C@@H](/C=C(\C)C(=O)OCC)NC, predict the reactants needed to synthesize it. The reactants are: C=CCC(/C=C(\C)C(=O)OCC)N(C)C(=O)OC(C)(C)C. (4) The reactants are: Cc1cccc(N=C=S)c1.Nc1ccc(-c2cccc3c2CNC3=O)cc1. Given the product Cc1cccc(NC(=S)Nc2ccc(-c3cccc4c3CNC4=O)cc2)c1, predict the reactants needed to synthesize it. (5) Given the product O=S(=O)(Nc1ccc(-c2csc(-c3cccc4[nH]ccc34)n2)c(Cl)c1)C(F)(F)F, predict the reactants needed to synthesize it. The reactants are: O=S(=O)(Nc1ccc(-c2csc(Br)n2)c(Cl)c1)C(F)(F)F.OB(O)c1cccc2[nH]ccc12. (6) Given the product CN1CCN(CCCNc2nccc(-c3cc4cccc(Cl)c4s3)n2)CC1, predict the reactants needed to synthesize it. The reactants are: CN1CCN(CCCN)CC1.Clc1nccc(-c2cc3cccc(Cl)c3s2)n1. (7) Given the product CCOC(=O)c1cc2cc(N)ccc2s1, predict the reactants needed to synthesize it. The reactants are: CCOC(=O)c1cc2cc([N+](=O)[O-])ccc2s1. (8) Given the product COc1ccc(CNc2nnc(-c3ccc4c(c3)c(-c3cncc(-c5ccc(F)cc5)n3)cn4S(=O)(=O)c3ccc(C)cc3)o2)cc1, predict the reactants needed to synthesize it. The reactants are: COc1ccc(CNc2nnc(-c3ccc4c(c3)c(-c3cncc(Cl)n3)cn4S(=O)(=O)c3ccc(C)cc3)o2)cc1.OB(O)c1ccc(F)cc1. (9) Given the product COc1cccc(-c2nc(SCc3ccc(N)cc3)[nH]c(=O)c2C#N)c1, predict the reactants needed to synthesize it. The reactants are: COc1cccc(-c2nc(SCc3ccc(NC(=O)OC(C)(C)C)cc3)[nH]c(=O)c2C#N)c1. (10) The reactants are: Brc1ccc2ncc(-c3ccccc3)n2c1.Cc1ccc(-n2nccc2B2OC(C)(C)C(C)(C)O2)cc1. Given the product Cc1ccc(-n2nccc2-c2ccc3ncc(-c4ccccc4)n3c2)cc1, predict the reactants needed to synthesize it.